This data is from Forward reaction prediction with 1.9M reactions from USPTO patents (1976-2016). The task is: Predict the product of the given reaction. Given the reactants [Cl:1][C:2]1[CH:7]=[CH:6][CH:5]=[CH:4][C:3]=1[C:8]1[C:16]2[C:11](=[N:12][C:13]([O:17][C:18]3[CH:23]=[CH:22][C:21]([F:24])=[CH:20][C:19]=3[F:25])=[CH:14][N:15]=2)[NH:10][N:9]=1.C(Cl)(Cl)(Cl)[Cl:27], predict the reaction product. The product is: [Cl:27][C:14]1[N:15]=[C:16]2[C:8]([C:3]3[CH:4]=[CH:5][CH:6]=[CH:7][C:2]=3[Cl:1])=[N:9][NH:10][C:11]2=[N:12][C:13]=1[O:17][C:18]1[CH:23]=[CH:22][C:21]([F:24])=[CH:20][C:19]=1[F:25].